From a dataset of Forward reaction prediction with 1.9M reactions from USPTO patents (1976-2016). Predict the product of the given reaction. (1) Given the reactants C(N(CC)CC)C.[Cl:8][C:9]1[N:14]=[C:13](Cl)[CH:12]=[C:11]([CH2:16][S:17]([CH3:20])(=[O:19])=[O:18])[N:10]=1.[NH:21]1[CH2:26][CH2:25][O:24][CH2:23][CH2:22]1, predict the reaction product. The product is: [Cl:8][C:9]1[N:10]=[C:11]([CH2:16][S:17]([CH3:20])(=[O:19])=[O:18])[CH:12]=[C:13]([N:21]2[CH2:26][CH2:25][O:24][CH2:23][CH2:22]2)[N:14]=1. (2) Given the reactants Br[C:2]1[C:7]([N:8]([CH2:20][O:21][CH3:22])[S:9]([C:12]2[CH:17]=[CH:16][C:15]([Cl:18])=[C:14]([CH3:19])[CH:13]=2)(=[O:11])=[O:10])=[CH:6][C:5]([Cl:23])=[CH:4][N:3]=1.[CH3:24][O:25][C:26]1[CH:37]=[CH:36][CH:35]=[C:34]([CH3:38])[C:27]=1[C:28](N(OC)C)=[O:29], predict the reaction product. The product is: [Cl:18][C:15]1[CH:16]=[CH:17][C:12]([S:9]([N:8]([C:7]2[C:2]([C:28](=[O:29])[C:27]3[C:34]([CH3:38])=[CH:35][CH:36]=[CH:37][C:26]=3[O:25][CH3:24])=[N:3][CH:4]=[C:5]([Cl:23])[CH:6]=2)[CH2:20][O:21][CH3:22])(=[O:11])=[O:10])=[CH:13][C:14]=1[CH3:19]. (3) Given the reactants [CH3:1][O:2][C:3]1[C:8](B(O)O)=[CH:7][CH:6]=[CH:5][N:4]=1.I[C:13]1[C:21]2[C:20]([C:22]3[CH:27]=[CH:26][CH:25]=[CH:24][CH:23]=3)=[N:19][CH:18]=[N:17][C:16]=2[NH:15][CH:14]=1.C(=O)([O-])[O-].[Na+].[Na+], predict the reaction product. The product is: [CH3:1][O:2][C:3]1[C:8]([C:13]2[C:21]3[C:20]([C:22]4[CH:27]=[CH:26][CH:25]=[CH:24][CH:23]=4)=[N:19][CH:18]=[N:17][C:16]=3[NH:15][CH:14]=2)=[CH:7][CH:6]=[CH:5][N:4]=1.